This data is from Full USPTO retrosynthesis dataset with 1.9M reactions from patents (1976-2016). The task is: Predict the reactants needed to synthesize the given product. (1) Given the product [CH3:3][O:4][C:5](=[O:54])[C@@H:6]([NH:23][C:24]([C@@H:26]1[CH2:35][C:34]2[CH:33]=[C:32]3[O:36][CH2:37][C@H:38]([C:40]4[CH:45]=[CH:44][C:43]([O:46][CH2:47][CH:48]5[CH2:53][CH2:52][CH2:51][CH2:50][CH2:49]5)=[CH:42][CH:41]=4)[O:39][C:31]3=[CH:30][C:29]=2[CH2:28][N:27]1[CH2:55][C:56]1[CH:61]=[CH:60][CH:59]=[CH:58][CH:57]=1)=[O:25])[CH2:7][C:8]1[CH:13]=[CH:12][C:11]([O:14][C:15]2[CH:20]=[CH:19][N:18]=[C:17]([CH3:21])[C:16]=2[CH3:22])=[CH:10][CH:9]=1, predict the reactants needed to synthesize it. The reactants are: Cl.Cl.[CH3:3][O:4][C:5](=[O:54])[C@@H:6]([NH:23][C:24]([C@@H:26]1[CH2:35][C:34]2[CH:33]=[C:32]3[O:36][CH2:37][C@H:38]([C:40]4[CH:45]=[CH:44][C:43]([O:46][CH2:47][CH:48]5[CH2:53][CH2:52][CH2:51][CH2:50][CH2:49]5)=[CH:42][CH:41]=4)[O:39][C:31]3=[CH:30][C:29]=2[CH2:28][NH:27]1)=[O:25])[CH2:7][C:8]1[CH:13]=[CH:12][C:11]([O:14][C:15]2[CH:20]=[CH:19][N:18]=[C:17]([CH3:21])[C:16]=2[CH3:22])=[CH:10][CH:9]=1.[CH:55](=O)[C:56]1[CH:61]=[CH:60][CH:59]=[CH:58][CH:57]=1. (2) Given the product [C:1]([C:4]1[C@@H:5]([C:15]2[CH:16]=[CH:17][CH:18]=[C:19]3[C:24]=2[O:23][C:22]([CH3:25])=[CH:21][C:20]3=[O:26])[C:6]([C:12]([N:29]2[CH:33]=[CH:32][N:31]=[CH:30]2)=[O:14])=[C:7]([CH3:11])[NH:8][C:9]=1[CH3:10])(=[O:3])[CH3:2], predict the reactants needed to synthesize it. The reactants are: [C:1]([C:4]1[C@@H:5]([C:15]2[CH:16]=[CH:17][CH:18]=[C:19]3[C:24]=2[O:23][C:22]([CH3:25])=[CH:21][C:20]3=[O:26])[C:6]([C:12]([OH:14])=O)=[C:7]([CH3:11])[NH:8][C:9]=1[CH3:10])(=[O:3])[CH3:2].C([N:29]1[CH:33]=[CH:32][N:31]=[CH:30]1)([N:29]1[CH:33]=[CH:32][N:31]=[CH:30]1)=O. (3) Given the product [Cl:1][C:2]1[CH:3]=[C:4]([C:5]2[C:6]([C:13]3[CH:18]=[CH:17][CH:16]=[CH:15][C:14]=3[F:19])=[CH:7][NH:23][N:22]=2)[C:9]([OH:8])=[CH:10][C:11]=1[OH:12], predict the reactants needed to synthesize it. The reactants are: [Cl:1][C:2]1[CH:3]=[C:4]2[C:9](=[CH:10][C:11]=1[OH:12])[O:8][CH:7]=[C:6]([C:13]1[CH:18]=[CH:17][CH:16]=[CH:15][C:14]=1[F:19])[C:5]2=O.O.[NH2:22][NH2:23]. (4) Given the product [CH2:17]([NH:24][C@H:9]1[C@@:2]2([CH3:1])[O:3][CH2:4][C@H:5]([C:11]3[CH:16]=[CH:15][CH:14]=[CH:13][CH:12]=3)[N:6]2[C:7](=[O:10])[CH2:8]1)[C:18]1[CH:23]=[CH:22][CH:21]=[CH:20][CH:19]=1, predict the reactants needed to synthesize it. The reactants are: [CH3:1][C@@:2]12[CH:9]=[CH:8][C:7](=[O:10])[N:6]1[C@@H:5]([C:11]1[CH:16]=[CH:15][CH:14]=[CH:13][CH:12]=1)[CH2:4][O:3]2.[CH2:17]([NH2:24])[C:18]1[CH:23]=[CH:22][CH:21]=[CH:20][CH:19]=1. (5) Given the product [CH3:1][O:2][C:3]1[C:8]([NH:9][C:11]2[N:16]=[C:15]([S:17][C:18]#[N:19])[C:14]([N+:20]([O-:22])=[O:21])=[CH:13][N:12]=2)=[CH:7][CH:6]=[CH:5][N:4]=1, predict the reactants needed to synthesize it. The reactants are: [CH3:1][O:2][C:3]1[C:8]([NH2:9])=[CH:7][CH:6]=[CH:5][N:4]=1.Cl[C:11]1[N:16]=[C:15]([S:17][C:18]#[N:19])[C:14]([N+:20]([O-:22])=[O:21])=[CH:13][N:12]=1.C(N(CC)CC)C. (6) Given the product [F:1][C:2]1[CH:7]=[CH:6][CH:5]=[C:4]([F:8])[C:3]=1[C:9]1([C:12]([NH2:13])=[O:14])[CH2:10][CH2:11]1, predict the reactants needed to synthesize it. The reactants are: [F:1][C:2]1[CH:7]=[CH:6][CH:5]=[C:4]([F:8])[C:3]=1[C:9]1([C:12]#[N:13])[CH2:11][CH2:10]1.[OH-:14].[Na+].OO. (7) Given the product [CH3:39][O:38][C:27]1[CH:28]=[C:29]([C:34]([F:36])([F:37])[F:35])[CH:30]=[C:31]([S:32][CH3:33])[C:26]=1[C:25]([NH:24][CH:20]1[CH2:21][CH2:22][CH2:23][CH:19]1[N:18]1[CH2:49][CH2:48][C:47](=[O:50])[CH2:46][CH2:45]1)=[O:40], predict the reactants needed to synthesize it. The reactants are: FC(F)(F)C1C=C(C(F)(F)F)C(C(N)=O)=CC=1.[NH2:18][CH:19]1[CH2:23][CH2:22][CH2:21][CH:20]1[NH:24][C:25](=[O:40])[C:26]1[C:31]([S:32][CH3:33])=[CH:30][C:29]([C:34]([F:37])([F:36])[F:35])=[CH:28][C:27]=1[O:38][CH3:39].[I-].C([N+]1(C)[CH2:49][CH2:48][C:47](=[O:50])[CH2:46][CH2:45]1)C. (8) The reactants are: [O:1]1[CH:5]=[CH:4][N:3]=[C:2]1[CH2:6][OH:7].C1(P(C2C=CC=CC=2)C2C=CC=CC=2)C=CC=CC=1.[Br:27][C:28]1[C:33]([CH3:34])=[CH:32][C:31](O)=[CH:30][N:29]=1.N(C(OC(C)C)=O)=NC(OC(C)C)=O. Given the product [Br:27][C:28]1[N:29]=[CH:30][C:31]([O:7][CH2:6][C:2]2[O:1][CH:5]=[CH:4][N:3]=2)=[CH:32][C:33]=1[CH3:34], predict the reactants needed to synthesize it. (9) Given the product [NH2:1][C:2]1[N:7]=[C:6]([C:8]2[CH:13]=[CH:12][C:11]([CH2:14][C@H:15]([NH:19][C:20]([O:22][C:23]([CH3:26])([CH3:25])[CH3:24])=[O:21])[C:16]([OH:18])=[O:17])=[CH:10][CH:9]=2)[CH:5]=[C:4]([O:27][C@@H:28]([C:33]2[CH:38]=[CH:37][C:36]([C:45]3[CH:44]=[CH:43][N:42]=[C:41]([F:40])[CH:46]=3)=[CH:35][CH:34]=2)[C:29]([F:32])([F:31])[F:30])[N:3]=1, predict the reactants needed to synthesize it. The reactants are: [NH2:1][C:2]1[N:7]=[C:6]([C:8]2[CH:13]=[CH:12][C:11]([CH2:14][C@H:15]([NH:19][C:20]([O:22][C:23]([CH3:26])([CH3:25])[CH3:24])=[O:21])[C:16]([OH:18])=[O:17])=[CH:10][CH:9]=2)[CH:5]=[C:4]([O:27][C@@H:28]([C:33]2[CH:38]=[CH:37][C:36](Br)=[CH:35][CH:34]=2)[C:29]([F:32])([F:31])[F:30])[N:3]=1.[F:40][C:41]1[CH:46]=[C:45](B(O)O)[CH:44]=[CH:43][N:42]=1.C(#N)C.C(=O)([O-])[O-].[Na+].[Na+]. (10) Given the product [Cl:8][C:5]1[CH:6]=[CH:7][C:2]([NH:1][C:15]([C:11]2[C:10]([C:18]([OH:19])=[O:17])=[N:9][CH:14]=[CH:13][N:12]=2)=[O:16])=[N:3][CH:4]=1, predict the reactants needed to synthesize it. The reactants are: [NH2:1][C:2]1[CH:7]=[CH:6][C:5]([Cl:8])=[CH:4][N:3]=1.[N:9]1[CH:14]=[CH:13][N:12]=[C:11]2[C:15]([O:17][C:18](=[O:19])[C:10]=12)=[O:16].